This data is from Forward reaction prediction with 1.9M reactions from USPTO patents (1976-2016). The task is: Predict the product of the given reaction. Given the reactants C([O:3][C:4](=[O:27])[CH2:5][O:6][C:7]1[CH:12]=[CH:11][C:10](Br)=[CH:9][C:8]=1[C:14]([C:16]1[CH:17]=[N:18][N:19]([C:21]2[CH:26]=[CH:25][CH:24]=[CH:23][CH:22]=2)[CH:20]=1)=[O:15])C.[CH2:28](B(O)O)[CH2:29][CH2:30][CH3:31], predict the reaction product. The product is: [CH2:28]([C:10]1[CH:11]=[CH:12][C:7]([O:6][CH2:5][C:4]([OH:3])=[O:27])=[C:8]([C:14]([C:16]2[CH:17]=[N:18][N:19]([C:21]3[CH:26]=[CH:25][CH:24]=[CH:23][CH:22]=3)[CH:20]=2)=[O:15])[CH:9]=1)[CH2:29][CH2:30][CH3:31].